From a dataset of Peptide-MHC class I binding affinity with 185,985 pairs from IEDB/IMGT. Regression. Given a peptide amino acid sequence and an MHC pseudo amino acid sequence, predict their binding affinity value. This is MHC class I binding data. (1) The peptide sequence is TACNNTIII. The MHC is HLA-A02:01 with pseudo-sequence HLA-A02:01. The binding affinity (normalized) is 0.138. (2) The peptide sequence is AMHSALTGA. The MHC is HLA-A02:03 with pseudo-sequence HLA-A02:03. The binding affinity (normalized) is 0.670.